From a dataset of TCR-epitope binding with 47,182 pairs between 192 epitopes and 23,139 TCRs. Binary Classification. Given a T-cell receptor sequence (or CDR3 region) and an epitope sequence, predict whether binding occurs between them. (1) The epitope is FPRPWLHGL. The TCR CDR3 sequence is CASSLYSGADQPQHF. Result: 1 (the TCR binds to the epitope). (2) Result: 1 (the TCR binds to the epitope). The TCR CDR3 sequence is CASSPVGGSYNEQFF. The epitope is VTEHDTLLY. (3) The epitope is KAFSPEVIPMF. The TCR CDR3 sequence is CASSFLLDGYTF. Result: 1 (the TCR binds to the epitope). (4) The epitope is KAFSPEVIPMF. The TCR CDR3 sequence is CATDTGSYGYTF. Result: 1 (the TCR binds to the epitope). (5) The epitope is LLQTGIHVRVSQPSL. The TCR CDR3 sequence is CSASNPIYEQYF. Result: 1 (the TCR binds to the epitope). (6) The epitope is SLYNTVATL. The TCR CDR3 sequence is CASSLEGQLFYEQYF. Result: 0 (the TCR does not bind to the epitope). (7) The epitope is SSNVANYQK. The TCR CDR3 sequence is CASPDDGELHEQYF. Result: 0 (the TCR does not bind to the epitope). (8) The epitope is GTHWFVTQR. The TCR CDR3 sequence is CASSSYRENTVWGTDTQYF. Result: 0 (the TCR does not bind to the epitope). (9) The epitope is KAYNVTQAF. The TCR CDR3 sequence is CASSARTSGEYQETQYF. Result: 1 (the TCR binds to the epitope).